This data is from Full USPTO retrosynthesis dataset with 1.9M reactions from patents (1976-2016). The task is: Predict the reactants needed to synthesize the given product. (1) Given the product [OH:1][C:2]1[C:11]2[C:6](=[CH:7][CH:8]=[C:9]([C:24]3[CH:29]=[CH:28][CH:27]=[CH:26][CH:25]=3)[CH:10]=2)[N:5]([CH3:13])[C:4](=[O:14])[C:3]=1[C:15]([NH:17][CH2:18][C:19]([O:21][CH2:22][CH3:23])=[O:20])=[O:16], predict the reactants needed to synthesize it. The reactants are: [OH:1][C:2]1[C:11]2[C:6](=[CH:7][CH:8]=[C:9](I)[CH:10]=2)[N:5]([CH3:13])[C:4](=[O:14])[C:3]=1[C:15]([NH:17][CH2:18][C:19]([O:21][CH2:22][CH3:23])=[O:20])=[O:16].[C:24]1(B(O)O)[CH:29]=[CH:28][CH:27]=[CH:26][CH:25]=1.C(=O)([O-])[O-].[Na+].[Na+]. (2) Given the product [C:21]([O:20][C:16]([NH:17][NH:18][CH2:2][C:3]1[CH:15]=[CH:14][C:6]([CH2:7][N:8]2[CH:12]=[C:11]([CH3:13])[CH:10]=[N:9]2)=[CH:5][CH:4]=1)=[O:19])([CH3:24])([CH3:23])[CH3:22], predict the reactants needed to synthesize it. The reactants are: Cl[CH2:2][C:3]1[CH:15]=[CH:14][C:6]([CH2:7][N:8]2[CH:12]=[C:11]([CH3:13])[CH:10]=[N:9]2)=[CH:5][CH:4]=1.[C:16]([O:20][C:21]([CH3:24])([CH3:23])[CH3:22])(=[O:19])[NH:17][NH2:18].C(N(CC)C(C)C)(C)C.[Cl-]. (3) The reactants are: Cl[CH2:2][C:3]1[CH:7]=[CH:6][N:5]([CH3:8])[N:4]=1.C([O-])([O-])=O.[K+].[K+].[F:15][C:16]1[CH:17]=[C:18]([OH:25])[CH:19]=[CH:20][C:21]=1[N+:22]([O-:24])=[O:23]. Given the product [F:15][C:16]1[CH:17]=[C:18]([CH:19]=[CH:20][C:21]=1[N+:22]([O-:24])=[O:23])[O:25][CH2:2][C:3]1[CH:7]=[CH:6][N:5]([CH3:8])[N:4]=1, predict the reactants needed to synthesize it. (4) Given the product [F:28][C:27]([F:29])([F:30])[C:23]1[CH:22]=[C:21]([CH2:20][C:19]([N:15]2[C:16]3[C:12](=[CH:11][C:10]([C:6]4[CH:5]=[N:4][CH:3]=[C:2]5[NH:33][N:34]=[C:8]([NH2:9])[C:7]=45)=[CH:18][CH:17]=3)[CH2:13][CH2:14]2)=[O:31])[CH:26]=[CH:25][CH:24]=1, predict the reactants needed to synthesize it. The reactants are: Cl[C:2]1[CH:3]=[N:4][CH:5]=[C:6]([C:10]2[CH:11]=[C:12]3[C:16](=[CH:17][CH:18]=2)[N:15]([C:19](=[O:31])[CH2:20][C:21]2[CH:26]=[CH:25][CH:24]=[C:23]([C:27]([F:30])([F:29])[F:28])[CH:22]=2)[CH2:14][CH2:13]3)[C:7]=1[C:8]#[N:9].O.[NH2:33][NH2:34]. (5) Given the product [CH3:29][C@@:18]1([CH2:17][N:14]2[CH2:15][CH2:16][CH:11]([N:10]([CH3:35])[C:7]3[CH:8]=[CH:9][C:4]([O:3][C:2]([F:1])([F:30])[F:31])=[CH:5][CH:6]=3)[CH2:12][CH2:13]2)[O:22][C:21]2=[N:23][C:24]([N+:26]([O-:28])=[O:27])=[CH:25][N:20]2[CH2:19]1, predict the reactants needed to synthesize it. The reactants are: [F:1][C:2]([F:31])([F:30])[O:3][C:4]1[CH:9]=[CH:8][C:7]([NH:10][CH:11]2[CH2:16][CH2:15][N:14]([CH2:17][C@:18]3([CH3:29])[O:22][C:21]4=[N:23][C:24]([N+:26]([O-:28])=[O:27])=[CH:25][N:20]4[CH2:19]3)[CH2:13][CH2:12]2)=[CH:6][CH:5]=1.C=O.[B-][C:35]#N.[Na+].C(O)(=O)C.C(=O)([O-])O.[Na+]. (6) The reactants are: CN(C=O)C.C(Cl)(=O)C(Cl)=O.[O:12]=[C:13]([N:21]1[CH2:25][CH2:24][CH2:23][C@H:22]1[C:26]([NH2:28])=O)[C:14](=[O:20])[C:15]([CH3:19])([CH3:18])[CH2:16][CH3:17].N1C=CC=CC=1. Given the product [O:12]=[C:13]([N:21]1[CH2:25][CH2:24][CH2:23][C@H:22]1[C:26]#[N:28])[C:14](=[O:20])[C:15]([CH3:18])([CH3:19])[CH2:16][CH3:17], predict the reactants needed to synthesize it. (7) Given the product [F:1][C:2]([F:31])([C:9]([F:30])([F:29])[C:10]([F:28])([F:27])[C:11]([F:26])([F:25])[C:12]([F:24])([F:23])[C:13]([F:22])([F:21])[C:14]([F:20])([F:19])[C:15]([F:18])([F:17])[F:16])[CH2:3][CH2:4][Si:5]([C:36]#[CH:37])([CH:43]([CH3:45])[CH3:44])[CH:40]([CH3:41])[CH3:39], predict the reactants needed to synthesize it. The reactants are: [F:1][C:2]([F:31])([C:9]([F:30])([F:29])[C:10]([F:28])([F:27])[C:11]([F:26])([F:25])[C:12]([F:24])([F:23])[C:13]([F:22])([F:21])[C:14]([F:20])([F:19])[C:15]([F:18])([F:17])[F:16])[CH2:3][CH2:4][Si:5](Cl)(Cl)Cl.C[Si]([C:36]#[CH:37])(C)C.C([Li])[CH2:39][CH2:40][CH3:41].[CH:43]([Li])([CH3:45])[CH3:44].[Cl-].[NH4+]. (8) Given the product [CH:7]1([C:2]([CH3:6])([CH3:1])[C:3]([OH:5])=[O:4])[CH2:12][CH2:11][CH2:10][CH2:9][CH2:8]1, predict the reactants needed to synthesize it. The reactants are: [CH3:1][C:2]([C:7]1[CH:12]=[CH:11][CH:10]=[CH:9][CH:8]=1)([CH3:6])[C:3]([OH:5])=[O:4].